Task: Predict the product of the given reaction.. Dataset: Forward reaction prediction with 1.9M reactions from USPTO patents (1976-2016) (1) Given the reactants [NH2:1][C:2]1[CH:7]=[CH:6][C:5]([N:8]2[CH:17]=[CH:16][C:15]3[N:14]=[C:13]([C:18]([OH:20])=[O:19])[CH:12]=[CH:11][C:10]=3[C:9]2=[O:21])=[CH:4][CH:3]=1.Cl.Cl[CH2:24][CH2:25][NH:26][CH2:27][CH2:28]Cl.C(=O)([O-])[O-].[K+].[K+], predict the reaction product. The product is: [O:21]=[C:9]1[N:8]([C:5]2[CH:6]=[CH:7][C:2]([N:1]3[CH2:28][CH2:27][NH:26][CH2:25][CH2:24]3)=[CH:3][CH:4]=2)[CH:17]=[CH:16][C:15]2[N:14]=[C:13]([C:18]([OH:20])=[O:19])[CH:12]=[CH:11][C:10]1=2. (2) Given the reactants Cl.[CH3:2][O:3][C:4]1[C:16]2[O:15][C:10]3([CH2:14][CH2:13][CH2:12][CH2:11]3)[CH2:9][C:8]=2[C:7]([C:17]2[C:18]([CH3:30])([CH3:29])[C:19](=[O:28])[N:20]([CH:22]3[CH2:27][CH2:26][NH:25][CH2:24][CH2:23]3)[N:21]=2)=[CH:6][CH:5]=1.[Cl:31][CH2:32][C:33](O[C:33](=[O:34])[CH2:32][Cl:31])=[O:34], predict the reaction product. The product is: [Cl:31][CH2:32][C:33]([N:25]1[CH2:26][CH2:27][CH:22]([N:20]2[C:19](=[O:28])[C:18]([CH3:30])([CH3:29])[C:17]([C:7]3[C:8]4[CH2:9][C:10]5([O:15][C:16]=4[C:4]([O:3][CH3:2])=[CH:5][CH:6]=3)[CH2:11][CH2:12][CH2:13][CH2:14]5)=[N:21]2)[CH2:23][CH2:24]1)=[O:34]. (3) Given the reactants Cl.[F:2][C:3]1[CH:4]=[N:5][C:6]([C@@H:9]([NH2:11])[CH3:10])=[N:7][CH:8]=1.Cl[C:13]1[N:18]=[C:17]([NH:19][C:20]2[CH:24]=[C:23]([CH:25]3[CH2:27][CH2:26]3)[NH:22][N:21]=2)[C:16]([N+:28]([O-:30])=[O:29])=[CH:15][N:14]=1.CCN(C(C)C)C(C)C, predict the reaction product. The product is: [N+:28]([C:16]1[C:17]([NH:19][C:20]2[CH:24]=[C:23]([CH:25]3[CH2:27][CH2:26]3)[NH:22][N:21]=2)=[N:18][C:13]([NH:11][C@H:9]([C:6]2[N:7]=[CH:8][C:3]([F:2])=[CH:4][N:5]=2)[CH3:10])=[N:14][CH:15]=1)([O-:30])=[O:29]. (4) Given the reactants Cl[CH:2]([C:4]1[CH:14]=[CH:13][C:7]2[O:8][C:9]([F:12])([F:11])[O:10][C:6]=2[CH:5]=1)[CH3:3].Cl.[NH:16]1[CH2:21][CH2:20][CH:19]([NH:22][C:23]([C:25]2[O:26][C:27]3[C:32]([C:33](=[O:35])[CH:34]=2)=[CH:31][CH:30]=[C:29]([F:36])[CH:28]=3)=[O:24])[CH2:18][CH2:17]1.C([O-])([O-])=O.[Na+].[Na+], predict the reaction product. The product is: [F:11][C:9]1([F:12])[O:8][C:7]2[CH:13]=[CH:14][C:4]([CH:2]([N:16]3[CH2:17][CH2:18][CH:19]([NH:22][C:23]([C:25]4[O:26][C:27]5[C:32]([C:33](=[O:35])[CH:34]=4)=[CH:31][CH:30]=[C:29]([F:36])[CH:28]=5)=[O:24])[CH2:20][CH2:21]3)[CH3:3])=[CH:5][C:6]=2[O:10]1.